From a dataset of Full USPTO retrosynthesis dataset with 1.9M reactions from patents (1976-2016). Predict the reactants needed to synthesize the given product. (1) Given the product [Cl:1][C:2]1[N:3]=[CH:4][N:5]=[C:6]([O:8][C:9]2[CH:10]=[CH:11][C:12]([NH:15][C:16]([NH:30][C:29]3[CH:31]=[CH:32][C:26]([CH2:25][N:22]4[CH2:21][CH2:20][N:19]([CH3:18])[CH2:24][CH2:23]4)=[C:27]([C:33]([F:36])([F:35])[F:34])[CH:28]=3)=[O:17])=[CH:13][CH:14]=2)[CH:7]=1, predict the reactants needed to synthesize it. The reactants are: [Cl:1][C:2]1[CH:7]=[C:6]([O:8][C:9]2[CH:14]=[CH:13][C:12]([N:15]=[C:16]=[O:17])=[CH:11][CH:10]=2)[N:5]=[CH:4][N:3]=1.[CH3:18][N:19]1[CH2:24][CH2:23][N:22]([CH2:25][C:26]2[CH:32]=[CH:31][C:29]([NH2:30])=[CH:28][C:27]=2[C:33]([F:36])([F:35])[F:34])[CH2:21][CH2:20]1. (2) Given the product [Br:8][C:5]1[CH:4]=[C:3]2[C:2](=[CH:7][CH:6]=1)[N:1]=[C:22]([CH3:23])[C:21]([C:20]([CH:17]1[CH2:19][CH2:18]1)=[O:25])=[C:9]2[C:11]1[CH:16]=[CH:15][CH:14]=[CH:13][CH:12]=1, predict the reactants needed to synthesize it. The reactants are: [NH2:1][C:2]1[CH:7]=[CH:6][C:5]([Br:8])=[CH:4][C:3]=1[C:9]([C:11]1[CH:16]=[CH:15][CH:14]=[CH:13][CH:12]=1)=O.[CH:17]1([C:20](=[O:25])[CH2:21][C:22](=O)[CH3:23])[CH2:19][CH2:18]1.C(O)(C)C. (3) Given the product [Br:20][C:17]1[CH:18]=[CH:19][C:14]([O:13][C:7]2[CH:6]=[C:5]([CH2:4][C:3]([OH:35])=[O:2])[CH:10]=[CH:9][C:8]=2[O:11][CH3:12])=[C:15]([CH2:21][N:22]2[C@@H:26]([CH3:27])[C@@H:25]([C:28]3[CH:33]=[CH:32][CH:31]=[CH:30][CH:29]=3)[O:24][C:23]2=[O:34])[CH:16]=1, predict the reactants needed to synthesize it. The reactants are: C[O:2][C:3](=[O:35])[CH2:4][C:5]1[CH:10]=[CH:9][C:8]([O:11][CH3:12])=[C:7]([O:13][C:14]2[CH:19]=[CH:18][C:17]([Br:20])=[CH:16][C:15]=2[CH2:21][N:22]2[C@@H:26]([CH3:27])[C@@H:25]([C:28]3[CH:33]=[CH:32][CH:31]=[CH:30][CH:29]=3)[O:24][C:23]2=[O:34])[CH:6]=1.CN1C=C(B2OC(C)(C)C(C)(C)O2)C=N1. (4) Given the product [Si:40]([O:39][CH2:38][C@@H:31]1[CH2:32][C:33](/[CH:35]=[CH:36]/[CH3:37])=[CH:34][N:30]1[C:28]([C:10]1[CH:11]=[C:12]([O:26][CH3:27])[C:13]([O:15][Si:16]([CH:20]([CH3:22])[CH3:21])([CH:23]([CH3:24])[CH3:25])[CH:17]([CH3:19])[CH3:18])=[CH:14][C:9]=1[NH:8][C:48]([O:62][CH2:63][C:64]1[CH:65]=[CH:66][C:67]([NH:70][C:71](=[O:88])[C@@H:72]([NH:74][C:75](=[O:87])[C@@H:76]([NH:80][C:81](=[O:86])[O:82][CH2:83][CH:84]=[CH2:85])[CH:77]([CH3:79])[CH3:78])[CH3:73])=[CH:68][CH:69]=1)=[O:50])=[O:29])([C:43]([CH3:46])([CH3:45])[CH3:44])([CH3:41])[CH3:42], predict the reactants needed to synthesize it. The reactants are: C(N(CC)CC)C.[NH2:8][C:9]1[CH:14]=[C:13]([O:15][Si:16]([CH:23]([CH3:25])[CH3:24])([CH:20]([CH3:22])[CH3:21])[CH:17]([CH3:19])[CH3:18])[C:12]([O:26][CH3:27])=[CH:11][C:10]=1[C:28]([N:30]1[CH:34]=[C:33](/[CH:35]=[CH:36]/[CH3:37])[CH2:32][C@H:31]1[CH2:38][O:39][Si:40]([C:43]([CH3:46])([CH3:45])[CH3:44])([CH3:42])[CH3:41])=[O:29].Cl[C:48](Cl)([O:50]C(=O)OC(Cl)(Cl)Cl)Cl.[N-]=C=O.[OH:62][CH2:63][C:64]1[CH:69]=[CH:68][C:67]([NH:70][C:71](=[O:88])[C@@H:72]([NH:74][C:75](=[O:87])[C@@H:76]([NH:80][C:81](=[O:86])[O:82][CH2:83][CH:84]=[CH2:85])[CH:77]([CH3:79])[CH3:78])[CH3:73])=[CH:66][CH:65]=1.